From a dataset of Reaction yield outcomes from USPTO patents with 853,638 reactions. Predict the reaction yield, written as a fraction of the theoretical maximum amount of product (1.0 means a 100% yield; for example, 0.34 means a 34% yield). (1) The reactants are [NH2:1][CH2:2][C:3]1[CH:25]=[CH:24][C:6]([C:7]([NH:9][C@H:10]([C:21]([OH:23])=[O:22])[CH2:11][NH:12][C:13](=[O:20])[C:14]2[CH:19]=[CH:18][CH:17]=[CH:16][CH:15]=2)=[O:8])=[C:5]([Cl:26])[CH:4]=1.[OH:27][C:28]1[CH:29]=[C:30]([CH:34]=[CH:35][CH:36]=1)[C:31](O)=[O:32].C1(N=C=NC2CCCCC2)CCCCC1.O.[OH-].[Li+].Cl. The catalyst is O1CCCC1.CN(C=O)C.O.CO. The product is [Cl:26][C:5]1[CH:4]=[C:3]([CH2:2][NH:1][C:31]([C:30]2[CH:34]=[CH:35][CH:36]=[C:28]([OH:27])[CH:29]=2)=[O:32])[CH:25]=[CH:24][C:6]=1[C:7]([NH:9][C@H:10]([C:21]([OH:23])=[O:22])[CH2:11][NH:12][C:13](=[O:20])[C:14]1[CH:19]=[CH:18][CH:17]=[CH:16][CH:15]=1)=[O:8]. The yield is 0.0900. (2) The reactants are C([O:3][C:4](=[O:28])[CH2:5][CH:6]([CH2:11][N:12]1[CH2:17][CH2:16][CH2:15][CH:14]([C:18]2[CH:23]=[CH:22][CH:21]=[C:20]([C:24]([F:27])([F:26])[F:25])[CH:19]=2)[CH2:13]1)[C:7]([F:10])([F:9])[F:8])C.[OH-].[Na+]. The yield is 0.950. The catalyst is C(O)C. The product is [F:10][C:7]([F:8])([F:9])[CH:6]([CH2:11][N:12]1[CH2:17][CH2:16][CH2:15][CH:14]([C:18]2[CH:23]=[CH:22][CH:21]=[C:20]([C:24]([F:25])([F:26])[F:27])[CH:19]=2)[CH2:13]1)[CH2:5][C:4]([OH:28])=[O:3]. (3) The reactants are [C:1]([NH:4][C:5]([NH2:7])=[S:6])(=[NH:3])[NH2:2].Br[CH2:9][C:10]([C:12]1[CH:17]=[CH:16][CH:15]=[CH:14][CH:13]=1)=O. The catalyst is CC(C)=O. The product is [C:12]1([C:10]2[N:7]=[C:5]([NH:4][C:1]([NH2:2])=[NH:3])[S:6][CH:9]=2)[CH:17]=[CH:16][CH:15]=[CH:14][CH:13]=1. The yield is 0.870. (4) The reactants are [CH3:1][S:2]([C:5]1[CH:6]=[C:7]([C:11]#[C:12][Si](C)(C)C)[CH:8]=[CH:9][CH:10]=1)(=[O:4])=[O:3].C([O-])([O-])=O.[K+].[K+]. The catalyst is CO. The product is [C:11]([C:7]1[CH:8]=[CH:9][CH:10]=[C:5]([S:2]([CH3:1])(=[O:3])=[O:4])[CH:6]=1)#[CH:12]. The yield is 0.820. (5) The reactants are [C:1]([O:6]C)(=[O:5])[C:2]([CH3:4])=[CH2:3].[OH:8][CH2:9][CH2:10][N:11]1[CH2:15][CH2:14][CH2:13][C:12]1=[O:16]. The catalyst is COC1C=CC(O)=CC=1.C(N(C(CC)C)C1C=CC(N)=CC=1)(CC)C. The product is [C:1]([OH:6])(=[O:5])[C:2]([CH3:4])=[CH2:3].[OH:8][CH2:9][CH2:10][N:11]1[CH2:15][CH2:14][CH2:13][C:12]1=[O:16]. The yield is 0.920. (6) The reactants are O[C:2]1[C:7]([CH2:8][CH2:9][CH3:10])=[C:6]([OH:11])[CH:5]=[CH:4][C:3]=1[C:12](=[N:17][OH:18])[C:13]([F:16])([F:15])[F:14].C1C=CC(P(C2C=CC=CC=2)C2C=CC=CC=2)=CC=1.CCOC(/N=N/C(OCC)=O)=O.O. The catalyst is C1COCC1.CCOC(C)=O. The product is [F:16][C:13]([F:14])([F:15])[C:12]1[C:3]2[CH:4]=[CH:5][C:6]([OH:11])=[C:7]([CH2:8][CH2:9][CH3:10])[C:2]=2[O:18][N:17]=1. The yield is 0.500.